From a dataset of Reaction yield outcomes from USPTO patents with 853,638 reactions. Predict the reaction yield, written as a fraction of the theoretical maximum amount of product (1.0 means a 100% yield; for example, 0.34 means a 34% yield). (1) The catalyst is C1COCC1.CO. The reactants are [C:1]([S:5][C:6]1[CH:13]=[CH:12][C:9]([C:10]#[N:11])=[CH:8][N:7]=1)([CH3:4])([CH3:3])[CH3:2].Cl. The yield is 0.610. The product is [NH2:11][CH2:10][C:9]1[CH:12]=[CH:13][C:6]([S:5][C:1]([CH3:4])([CH3:3])[CH3:2])=[N:7][CH:8]=1. (2) The reactants are O[CH:2]=[C:3]1[C:11]2[C:6](=[CH:7][C:8]([C:12]([C:14]3[CH:15]=[C:16]([NH:20][C:21]([C:23]4[CH:27]=[C:26]([CH3:28])[N:25]([C:29]([CH3:32])([CH3:31])[CH3:30])[N:24]=4)=[O:22])[CH:17]=[CH:18][CH:19]=3)=[O:13])=[CH:9][CH:10]=2)[NH:5][C:4]1=[O:33].[CH3:34][N:35]1[CH2:40][CH2:39][N:38]([C:41]2[CH:46]=[CH:45][C:44]([NH2:47])=[CH:43][CH:42]=2)[CH2:37][CH2:36]1. The catalyst is C1COCC1. The product is [CH3:34][N:35]1[CH2:36][CH2:37][N:38]([C:41]2[CH:46]=[CH:45][C:44]([NH:47][CH:2]=[C:3]3[C:11]4[C:6](=[CH:7][C:8]([C:12]([C:14]5[CH:15]=[C:16]([NH:20][C:21]([C:23]6[CH:27]=[C:26]([CH3:28])[N:25]([C:29]([CH3:32])([CH3:30])[CH3:31])[N:24]=6)=[O:22])[CH:17]=[CH:18][CH:19]=5)=[O:13])=[CH:9][CH:10]=4)[NH:5][C:4]3=[O:33])=[CH:43][CH:42]=2)[CH2:39][CH2:40]1. The yield is 0.380. (3) The reactants are C([O:7][CH2:8][C@H:9]([C:15]1[C:24]([CH3:25])=[CH:23][C:18]2[N:19]=[C:20]([NH2:22])[S:21][C:17]=2[C:16]=1[C:26]1[CH:31]=[CH:30][C:29]([Cl:32])=[CH:28][CH:27]=1)[O:10][C:11]([CH3:14])([CH3:13])[CH3:12])(=O)C(C)(C)C.CCO.C1COCC1. The catalyst is O. The product is [NH2:22][C:20]1[S:21][C:17]2[C:16]([C:26]3[CH:27]=[CH:28][C:29]([Cl:32])=[CH:30][CH:31]=3)=[C:15]([C@H:9]([O:10][C:11]([CH3:13])([CH3:12])[CH3:14])[CH2:8][OH:7])[C:24]([CH3:25])=[CH:23][C:18]=2[N:19]=1. The yield is 0.620. (4) The yield is 0.740. The product is [Br:12][CH2:13][CH2:14][CH2:15][CH2:16][N:7]1[C:8]2[C:4](=[CH:3][C:2]([F:1])=[CH:10][CH:9]=2)[C:5]([I:11])=[N:6]1. The reactants are [F:1][C:2]1[CH:3]=[C:4]2[C:8](=[CH:9][CH:10]=1)[NH:7][N:6]=[C:5]2[I:11].[Br:12][CH2:13][CH2:14][CH2:15][CH2:16]Cl. No catalyst specified. (5) The reactants are [CH:1]1([CH2:7][C@H:8]([NH:24][C:25]([C:27]2[O:28][CH:29]=[CH:30][CH:31]=2)=[O:26])[C:9](=[O:23])[NH:10][C@H:11]2[CH2:17][CH2:16][C@@H:15]([CH3:18])[N:14]([CH2:19][CH2:20][CH3:21])[CH2:13][C@@H:12]2[OH:22])[CH2:6][CH2:5][CH2:4][CH2:3][CH2:2]1.C(N(CC)CC)C. The catalyst is CS(C)=O.O. The product is [CH:1]1([CH2:7][C@H:8]([NH:24][C:25]([C:27]2[O:28][CH:29]=[CH:30][CH:31]=2)=[O:26])[C:9](=[O:23])[NH:10][C@H:11]2[CH2:17][CH2:16][C@@H:15]([CH3:18])[N:14]([CH2:19][CH2:20][CH3:21])[CH2:13][C:12]2=[O:22])[CH2:2][CH2:3][CH2:4][CH2:5][CH2:6]1. The yield is 0.790. (6) The reactants are [N:1]1[CH:6]=[CH:5][C:4]([C:7]2[CH:8]=[C:9]([C:16]([O:18][CH3:19])=[O:17])[C:10]3[CH2:11][CH2:12][NH:13][C:14]=3[CH:15]=2)=[CH:3][CH:2]=1.CN(C(ON1N=NC2C=CC=CC1=2)=[N+](C)C)C.F[P-](F)(F)(F)(F)F.[C:44]([O:48][C:49]([C@@H:51]([CH2:55][C:56]1[CH:61]=[CH:60][CH:59]=[CH:58][CH:57]=1)[C:52](O)=[O:53])=[O:50])([CH3:47])([CH3:46])[CH3:45].CCN(C(C)C)C(C)C. The catalyst is CN(C=O)C. The product is [C:44]([O:48][C:49]([C@@H:51]([CH2:55][C:56]1[CH:57]=[CH:58][CH:59]=[CH:60][CH:61]=1)[C:52]([N:13]1[C:14]2[CH:15]=[C:7]([C:4]3[CH:5]=[CH:6][N:1]=[CH:2][CH:3]=3)[CH:8]=[C:9]([C:16]([O:18][CH3:19])=[O:17])[C:10]=2[CH2:11][CH2:12]1)=[O:53])=[O:50])([CH3:47])([CH3:45])[CH3:46]. The yield is 0.740. (7) The reactants are [Cl:1][CH2:2][C:3]1[O:4][CH:5]=[C:6]([C:8]([O:10]C)=[O:9])[N:7]=1.[OH-].[Li+]. The catalyst is C1COCC1.CO.O. The product is [Cl:1][CH2:2][C:3]1[O:4][CH:5]=[C:6]([C:8]([OH:10])=[O:9])[N:7]=1. The yield is 0.940.